This data is from TCR-epitope binding with 47,182 pairs between 192 epitopes and 23,139 TCRs. The task is: Binary Classification. Given a T-cell receptor sequence (or CDR3 region) and an epitope sequence, predict whether binding occurs between them. The epitope is FVDGVPFVV. The TCR CDR3 sequence is CASSLGVVELFF. Result: 1 (the TCR binds to the epitope).